From a dataset of Reaction yield outcomes from USPTO patents with 853,638 reactions. Predict the reaction yield, written as a fraction of the theoretical maximum amount of product (1.0 means a 100% yield; for example, 0.34 means a 34% yield). (1) The yield is 0.820. The catalyst is C(Cl)Cl.CCOC(C)=O. The reactants are [C:1]([O:5][C:6]([N:8]1[CH2:13][CH2:12][CH2:11][C@@H:10]([C:14]([OH:16])=O)[CH2:9]1)=[O:7])([CH3:4])([CH3:3])[CH3:2].Cl.[CH3:18][NH:19][O:20][CH3:21].CCN=C=NCCCN(C)C.Cl.CCN(C(C)C)C(C)C. The product is [CH3:21][O:20][N:19]([CH3:18])[C:14]([C@@H:10]1[CH2:11][CH2:12][CH2:13][N:8]([C:6]([O:5][C:1]([CH3:2])([CH3:3])[CH3:4])=[O:7])[CH2:9]1)=[O:16]. (2) The reactants are [N+:1]([C:4]1[CH:9]=[CH:8][CH:7]=[CH:6][C:5]=1[NH:10][C:11]1[CH:20]=[CH:19][C:14]([C:15]([O:17][CH3:18])=[O:16])=[CH:13][CH:12]=1)([O-])=O.O.NN. The catalyst is CO.[Pd]. The product is [CH3:18][O:17][C:15](=[O:16])[C:14]1[CH:13]=[CH:12][C:11]([NH:10][C:5]2[CH:6]=[CH:7][CH:8]=[CH:9][C:4]=2[NH2:1])=[CH:20][CH:19]=1. The yield is 0.800. (3) The reactants are [CH3:1][O:2][C:3](=[O:14])[C:4]1[CH:9]=[CH:8][C:7]([N+:10]([O-:12])=[O:11])=[C:6]([OH:13])[CH:5]=1.C(=O)([O-])[O-].[K+].[K+].[CH2:21](Br)[CH:22]=[CH2:23]. The catalyst is CC(C)=O. The product is [CH3:1][O:2][C:3](=[O:14])[C:4]1[CH:9]=[CH:8][C:7]([N+:10]([O-:12])=[O:11])=[C:6]([O:13][CH2:23][CH:22]=[CH2:21])[CH:5]=1. The yield is 0.988. (4) The reactants are Cl[C:2]1[N:7]=[CH:6][N:5]=[C:4]([C:8]2[C:12]3[C:13]([NH:17][CH:18]([CH3:20])[CH3:19])=[N:14][CH:15]=[CH:16][C:11]=3[N:10](C(C3C=CC=CC=3)(C3C=CC=CC=3)C3C=CC=CC=3)[N:9]=2)[CH:3]=1.[CH:40]([NH:43][C:44]1[C:49]2C([Sn](C)(C)C)=NN(C(C3C=CC=CC=3)(C3C=CC=CC=3)C3C=CC=CC=3)C=2C=CN=1)(C)[CH3:41].ClC1C=C(Cl)N=CN=1.[Li+].[Cl-].C1C[O:89]CC1. The catalyst is [Cu]I.C1C=CC([P]([Pd]([P](C2C=CC=CC=2)(C2C=CC=CC=2)C2C=CC=CC=2)([P](C2C=CC=CC=2)(C2C=CC=CC=2)C2C=CC=CC=2)[P](C2C=CC=CC=2)(C2C=CC=CC=2)C2C=CC=CC=2)(C2C=CC=CC=2)C2C=CC=CC=2)=CC=1. The product is [CH:18]([NH:17][C:13]1[C:12]2[C:8]([C:4]3[CH:3]=[C:2]([N:43]4[CH2:44][CH2:49][O:89][CH2:41][CH2:40]4)[N:7]=[CH:6][N:5]=3)=[N:9][NH:10][C:11]=2[CH:16]=[CH:15][N:14]=1)([CH3:19])[CH3:20]. The yield is 0.440. (5) The reactants are Cl[Si](C)(C)C.[C:6]([O:10][C:11]([NH:13][C@H:14]([C:17]([O:19]C)=O)[CH2:15]I)=[O:12])([CH3:9])([CH3:8])[CH3:7].[NH2:21][C:22]1[C:23](Br)=[N:24][CH:25]=[CH:26][CH:27]=1. The catalyst is CN(C=O)C.[Zn].Cl[Pd](Cl)([P](C1C=CC=CC=1)(C1C=CC=CC=1)C1C=CC=CC=1)[P](C1C=CC=CC=1)(C1C=CC=CC=1)C1C=CC=CC=1. The product is [C:6]([O:10][C:11](=[O:12])[NH:13][C@H:14]1[CH2:15][C:23]2[C:22](=[CH:27][CH:26]=[CH:25][N:24]=2)[NH:21][C:17]1=[O:19])([CH3:7])([CH3:8])[CH3:9]. The yield is 0.540. (6) The reactants are [CH3:1][N:2]([CH3:10])[C:3]1[CH:8]=[CH:7][N:6]=[C:5]([NH2:9])[CH:4]=1.Br[CH2:12][C:13]([C:15]1[CH:20]=[CH:19][C:18]([CH3:21])=[C:17]([CH3:22])[CH:16]=1)=O. No catalyst specified. The product is [CH3:22][C:17]1[CH:16]=[C:15]([C:13]2[N:9]=[C:5]3[CH:4]=[C:3]([N:2]([CH3:10])[CH3:1])[CH:8]=[CH:7][N:6]3[CH:12]=2)[CH:20]=[CH:19][C:18]=1[CH3:21]. The yield is 0.940. (7) The reactants are [NH:1]1[C:9]2[C:4](=[CH:5][CH:6]=[C:7]3[O:12][CH2:11][CH2:10][C:8]3=2)[CH:3]=[C:2]1C(O)=O.O1C2C=C3C(CCN3)=CC=2C=C1C(O)=O.CCCCCCC. The catalyst is C1(OC2C=CC=CC=2)C=CC=CC=1. The product is [NH:1]1[C:9]2[C:4](=[CH:5][CH:6]=[C:7]3[O:12][CH2:11][CH2:10][C:8]3=2)[CH:3]=[CH:2]1. The yield is 0.0540.